Dataset: Full USPTO retrosynthesis dataset with 1.9M reactions from patents (1976-2016). Task: Predict the reactants needed to synthesize the given product. (1) The reactants are: [C:1]([O:9][CH2:10][CH3:11])(=[O:8])[CH2:2][C:3]([O:5][CH2:6][CH3:7])=[O:4].[H-].[Na+].[Cl:14][C:15]1[N:24]=[C:23](Cl)[C:22]2[C:17](=[CH:18][C:19]([O:28][CH3:29])=[C:20]([O:26][CH3:27])[CH:21]=2)[N:16]=1.O. Given the product [Cl:14][C:15]1[N:24]=[C:23]([CH:2]([C:3]([O:5][CH2:6][CH3:7])=[O:4])[C:1]([O:9][CH2:10][CH3:11])=[O:8])[C:22]2[C:17](=[CH:18][C:19]([O:28][CH3:29])=[C:20]([O:26][CH3:27])[CH:21]=2)[N:16]=1, predict the reactants needed to synthesize it. (2) Given the product [Cl:6][C:7]1[CH:8]=[C:9]([S:13]([NH:16][C:17]2[CH:18]=[CH:19][CH:20]=[C:21]3[C:25]=2[NH:24][CH:23]=[C:22]3[CH:31]=[O:32])(=[O:14])=[O:15])[CH:10]=[CH:11][CH:12]=1, predict the reactants needed to synthesize it. The reactants are: P(Cl)(Cl)(Cl)=O.[Cl:6][C:7]1[CH:8]=[C:9]([S:13]([NH:16][C:17]2[CH:18]=[CH:19][CH:20]=[C:21]3[C:25]=2[NH:24][CH:23]=[CH:22]3)(=[O:15])=[O:14])[CH:10]=[CH:11][CH:12]=1.[OH-].[Na+].Cl.CN(C)[CH:31]=[O:32]. (3) Given the product [C:36]([C:33]1[CH:32]=[CH:31][C:30]([C:10]2[C:9]3[C:13](=[CH:14][CH:15]=[C:7]([NH:6][CH2:4][CH:1]4[CH2:2][CH2:3]4)[CH:8]=3)[N:12]([CH2:16][C:17]3[CH:22]=[CH:21][CH:20]=[C:19]([O:23][CH3:24])[CH:18]=3)[C:11]=2[C:25]([O:27][CH2:28][CH3:29])=[O:26])=[CH:35][CH:34]=1)([CH3:39])([CH3:37])[CH3:38], predict the reactants needed to synthesize it. The reactants are: [CH:1]1([CH:4]=O)[CH2:3][CH2:2]1.[NH2:6][C:7]1[CH:8]=[C:9]2[C:13](=[CH:14][CH:15]=1)[N:12]([CH2:16][C:17]1[CH:22]=[CH:21][CH:20]=[C:19]([O:23][CH3:24])[CH:18]=1)[C:11]([C:25]([O:27][CH2:28][CH3:29])=[O:26])=[C:10]2[C:30]1[CH:35]=[CH:34][C:33]([C:36]([CH3:39])([CH3:38])[CH3:37])=[CH:32][CH:31]=1.[BH4-].[Na+].